Dataset: Reaction yield outcomes from USPTO patents with 853,638 reactions. Task: Predict the reaction yield, written as a fraction of the theoretical maximum amount of product (1.0 means a 100% yield; for example, 0.34 means a 34% yield). The reactants are Cl.[NH2:2][CH2:3][C:4]([O:6][CH3:7])=[O:5].[C:8](Cl)(=[O:11])[CH2:9][CH3:10].C([O-])([O-])=O.[K+].[K+]. The catalyst is CCOCC. The product is [C:8]([NH:2][CH2:3][C:4]([O:6][CH3:7])=[O:5])(=[O:11])[CH2:9][CH3:10]. The yield is 0.710.